From a dataset of Peptide-MHC class II binding affinity with 134,281 pairs from IEDB. Regression. Given a peptide amino acid sequence and an MHC pseudo amino acid sequence, predict their binding affinity value. This is MHC class II binding data. (1) The peptide sequence is MAVHQYTVALFLAVA. The MHC is HLA-DPA10103-DPB10301 with pseudo-sequence HLA-DPA10103-DPB10301. The binding affinity (normalized) is 0.524. (2) The peptide sequence is SLRETACLGKAYAQMWT. The MHC is DRB1_0701 with pseudo-sequence DRB1_0701. The binding affinity (normalized) is 0.261. (3) The peptide sequence is PFSRIRDGLQYGWKT. The MHC is HLA-DQA10601-DQB10402 with pseudo-sequence HLA-DQA10601-DQB10402. The binding affinity (normalized) is 0.253. (4) The peptide sequence is QIYFESYVRPFVATT. The MHC is DRB1_0701 with pseudo-sequence DRB1_0701. The binding affinity (normalized) is 0.758. (5) The peptide sequence is GRLLRGYNQFAYDG. The MHC is DRB1_0301 with pseudo-sequence DRB1_0301. The binding affinity (normalized) is 0.548. (6) The peptide sequence is KCYKLEHPVTGCG. The MHC is DRB1_0701 with pseudo-sequence DRB1_0701. The binding affinity (normalized) is 0.